From a dataset of CYP2C9 inhibition data for predicting drug metabolism from PubChem BioAssay. Regression/Classification. Given a drug SMILES string, predict its absorption, distribution, metabolism, or excretion properties. Task type varies by dataset: regression for continuous measurements (e.g., permeability, clearance, half-life) or binary classification for categorical outcomes (e.g., BBB penetration, CYP inhibition). Dataset: cyp2c9_veith. (1) The drug is O=C(N/N=C\c1cn(-c2ccccc2)nc1-c1ccccc1)c1ccc(Br)o1. The result is 1 (inhibitor). (2) The compound is CN(C)CCN1C(=O)CC[C@]2(C)C1=CC[C@@H]1[C@@H]2CC[C@]2(C)[C@H]1CC[C@]2(C)O. The result is 0 (non-inhibitor). (3) The molecule is CO[C@H]1COC(=O)CCC[C@H](C)[C@@H](OC)COC(=O)C/C=C\[C@@H]1C. The result is 0 (non-inhibitor). (4) The molecule is CCC(C)OC(=O)C1=C(C)NC(=O)CC1c1ccccc1OC. The result is 1 (inhibitor).